Dataset: Catalyst prediction with 721,799 reactions and 888 catalyst types from USPTO. Task: Predict which catalyst facilitates the given reaction. Reactant: [Cl:1][C:2]1[C:6]([Cl:7])=[C:5]([C:8](Cl)=[O:9])[S:4][N:3]=1.[NH2:11][CH:12]([CH:15]([CH3:17])[CH3:16])[C:13]#[N:14].C(N(CC)CC)C. Product: [C:13]([CH:12]([NH:11][C:8]([C:5]1[S:4][N:3]=[C:2]([Cl:1])[C:6]=1[Cl:7])=[O:9])[CH:15]([CH3:17])[CH3:16])#[N:14]. The catalyst class is: 4.